From a dataset of Forward reaction prediction with 1.9M reactions from USPTO patents (1976-2016). Predict the product of the given reaction. (1) Given the reactants [S:1](=[O:5])(=[O:4])([OH:3])[OH:2].[CH2:6]([N:8]([CH2:45][CH3:46])[CH2:9][CH2:10][N:11]([CH2:29][CH2:30][NH:31][CH2:32][CH2:33][C:34]1[C:42]2[S:41][C:40](=[O:43])[NH:39][C:38]=2[C:37]([OH:44])=[CH:36][CH:35]=1)[C:12](=[O:28])[CH2:13][CH2:14][O:15][CH2:16][CH2:17][C:18]1[C:27]2[C:22](=[CH:23][CH:24]=[CH:25][CH:26]=2)[CH:21]=[CH:20][CH:19]=1)[CH3:7].C(OC)(C)(C)C, predict the reaction product. The product is: [S:1]([OH:5])([OH:4])(=[O:3])=[O:2].[CH2:45]([N:8]([CH2:6][CH3:7])[CH2:9][CH2:10][N:11]([CH2:29][CH2:30][NH:31][CH2:32][CH2:33][C:34]1[C:42]2[S:41][C:40](=[O:43])[NH:39][C:38]=2[C:37]([OH:44])=[CH:36][CH:35]=1)[C:12](=[O:28])[CH2:13][CH2:14][O:15][CH2:16][CH2:17][C:18]1[C:27]2[C:22](=[CH:23][CH:24]=[CH:25][CH:26]=2)[CH:21]=[CH:20][CH:19]=1)[CH3:46]. (2) Given the reactants I[C:2]1[C:10]2[C:5](=[CH:6][C:7]([C@H:11]3[C@@:13]4([C:21]5[C:16](=[CH:17][CH:18]=[C:19]([O:22][CH3:23])[CH:20]=5)[NH:15][C:14]4=[O:24])[CH2:12]3)=[CH:8][CH:9]=2)[NH:4][N:3]=1.[CH3:25][C:26]1(C)C(C)(C)OB(C=C)O1.C([O-])([O-])=O.[Na+].[Na+], predict the reaction product. The product is: [CH3:23][O:22][C:19]1[CH:20]=[C:21]2[C:16](=[CH:17][CH:18]=1)[NH:15][C:14](=[O:24])[C@:13]12[CH2:12][C@H:11]1[C:7]1[CH:6]=[C:5]2[C:10]([C:2]([CH:25]=[CH2:26])=[N:3][NH:4]2)=[CH:9][CH:8]=1. (3) Given the reactants C[C:2]1[CH:6]=[C:5](C)[N:4]([C:8](=N)[NH:9][S:10]([C:13]2[CH:18]=[CH:17][C:16]([CH3:19])=[CH:15][CH:14]=2)(=[O:12])=[O:11])[N:3]=1.CS(O)(=O)=O.C(N)CC, predict the reaction product. The product is: [NH2:3][CH2:2][CH2:6][CH2:5][NH:4][CH:8]=[N:9][S:10]([C:13]1[CH:14]=[CH:15][C:16]([CH3:19])=[CH:17][CH:18]=1)(=[O:12])=[O:11]. (4) Given the reactants [H-].[Na+].[CH3:3][O:4][C:5]1[CH:10]=[CH:9][C:8]2[C:11]3[NH:12][C:13]4[C:18]([C:19]=3[CH2:20][CH2:21]S[C:7]=2[CH:6]=1)=[CH:17][CH:16]=[CH:15][CH:14]=4.[Br:23][CH2:24][CH2:25][CH2:26][CH2:27][CH2:28]Br.[OH2:30], predict the reaction product. The product is: [CH3:3][O:4][C:5]1[CH:10]=[CH:9][C:8]2[C:11]3[N:12]([CH2:28][CH2:27][CH2:26][CH2:25][CH2:24][Br:23])[C:13]4[C:18]([C:19]=3[CH2:20][CH2:21][O:30][C:7]=2[CH:6]=1)=[CH:17][CH:16]=[CH:15][CH:14]=4. (5) Given the reactants Cl[C:2]1[C:3]2[C:4](=[CH:14][N:15](CC3C=CC(OC)=CC=3)[N:16]=2)[N:5]=[C:6]([C:8]2[CH:13]=[CH:12][CH:11]=[CH:10][CH:9]=2)[N:7]=1.[O:26]1[CH2:31][CH2:30][NH:29][C:28]2[CH:32]=[C:33]([NH2:36])[CH:34]=[CH:35][C:27]1=2.Cl, predict the reaction product. The product is: [C:8]1([C:6]2[N:7]=[C:2]([NH:36][C:33]3[CH:34]=[CH:35][C:27]4[O:26][CH2:31][CH2:30][NH:29][C:28]=4[CH:32]=3)[C:3]3[NH:16][N:15]=[CH:14][C:4]=3[N:5]=2)[CH:9]=[CH:10][CH:11]=[CH:12][CH:13]=1. (6) Given the reactants [C:1]([Cl:5])(Cl)(Cl)[Cl:2].C1(P(C2C=CC=CC=2)C2C=CC=CC=2)C=CC=CC=1.[Cl:25][C:26]1[C:31]([O:32][C:33]2[CH:38]=[CH:37][CH:36]=[CH:35][C:34]=2[O:39][CH3:40])=[CH:30][C:29]([C:41](=O)[C:42]([O:44][CH2:45][CH3:46])=[O:43])=[C:28]([F:48])[CH:27]=1, predict the reaction product. The product is: [Cl:2][C:1]([Cl:5])=[C:41]([C:29]1[CH:30]=[C:31]([O:32][C:33]2[CH:38]=[CH:37][CH:36]=[CH:35][C:34]=2[O:39][CH3:40])[C:26]([Cl:25])=[CH:27][C:28]=1[F:48])[C:42]([O:44][CH2:45][CH3:46])=[O:43].